Task: Predict the reactants needed to synthesize the given product.. Dataset: Full USPTO retrosynthesis dataset with 1.9M reactions from patents (1976-2016) The reactants are: [NH2:1][C:2]1[CH:3]=[CH:4][C:5]([C:8]([F:11])([F:10])[F:9])=[N:6][CH:7]=1.Cl[C:13]1[CH:18]=[N:17][CH:16]=[CH:15][N:14]=1. Given the product [N:14]1[CH:15]=[CH:16][N:17]=[CH:18][C:13]=1[NH:1][C:2]1[CH:7]=[N:6][C:5]([C:8]([F:11])([F:9])[F:10])=[CH:4][CH:3]=1, predict the reactants needed to synthesize it.